Dataset: Forward reaction prediction with 1.9M reactions from USPTO patents (1976-2016). Task: Predict the product of the given reaction. (1) Given the reactants Cl[CH2:2][C:3]1[C:12]2[C:7](=[CH:8][C:9]([OH:13])=[CH:10][CH:11]=2)[O:6][C:5](=[O:14])[CH:4]=1.[OH-].[Na+].S(=O)(=O)(O)[OH:18], predict the reaction product. The product is: [OH:13][C:9]1[CH:10]=[CH:11][C:12]2[C:3]([CH2:4][C:5]([OH:14])=[O:18])=[CH:2][O:6][C:7]=2[CH:8]=1. (2) Given the reactants Br.[CH2:2]([O:4][C:5](=[O:34])[C:6]1[CH:11]=[CH:10][CH:9]=[C:8]([O:12][CH2:13][CH2:14][CH2:15][N:16]2[C:20]3[CH:21]=[CH:22][CH:23]=[CH:24][C:19]=3[N:18]([CH2:25][C:26]3[CH:31]=[CH:30][C:29](Br)=[CH:28][CH:27]=3)[C:17]2=[NH:33])[CH:7]=1)[CH3:3].C1C=CC(P(C2C(C3C(P(C4C=CC=CC=4)C4C=CC=CC=4)=CC=C4C=3C=CC=C4)=C3C(C=CC=C3)=CC=2)C2C=CC=CC=2)=CC=1.[Cl:81][C:82]1[CH:87]=[CH:86][C:85]([C:88]2[CH:93]=[CH:92][CH:91]=[CH:90][C:89]=2[CH2:94][N:95]2[CH2:100][CH2:99][NH:98][CH2:97][CH2:96]2)=[CH:84][CH:83]=1.C([O-])([O-])=O.[Cs+].[Cs+], predict the reaction product. The product is: [CH2:2]([O:4][C:5](=[O:34])[C:6]1[CH:11]=[CH:10][CH:9]=[C:8]([O:12][CH2:13][CH2:14][CH2:15][N:16]2[C:20]3[CH:21]=[CH:22][CH:23]=[CH:24][C:19]=3[N:18]([CH2:25][C:26]3[CH:31]=[CH:30][C:29]([N:98]4[CH2:97][CH2:96][N:95]([CH2:94][C:89]5[CH:90]=[CH:91][CH:92]=[CH:93][C:88]=5[C:85]5[CH:86]=[CH:87][C:82]([Cl:81])=[CH:83][CH:84]=5)[CH2:100][CH2:99]4)=[CH:28][CH:27]=3)[C:17]2=[NH:33])[CH:7]=1)[CH3:3]. (3) The product is: [Cl:1][C:2]1[CH:9]=[C:8]([N:10]2[C@H:14]([CH3:15])[C@H:13]([OH:16])[C:12]([CH2:19][CH3:20])([CH2:17][CH3:18])[C:11]2=[O:21])[CH:7]=[CH:6][C:3]=1[C:4]#[N:5]. Given the reactants [Cl:1][C:2]1[CH:9]=[C:8]([N:10]2[CH:14]([CH3:15])[C:13](=[O:16])[C:12]([CH2:19][CH3:20])([CH2:17][CH3:18])[C:11]2=[O:21])[CH:7]=[CH:6][C:3]=1[C:4]#[N:5].C([BH-](C(CC)C)C(CC)C)(CC)C.[Li+].C1COCC1, predict the reaction product. (4) Given the reactants CI.[C:3](=O)([O-])[O-].[Cs+].[Cs+].CN(C)C=O.[NH2:14][C:15]1[CH:16]=[CH:17][C:18]2[N:19]([N:21]=[C:22]([C:35]3[CH:40]=[CH:39][CH:38]=[CH:37][CH:36]=3)[C:23]=2[CH2:24][C:25]2[N:30]=[C:29]([C:31]([O:33][CH3:34])=[O:32])[CH:28]=[CH:27][CH:26]=2)[CH:20]=1, predict the reaction product. The product is: [CH3:3][NH:14][C:15]1[CH:16]=[CH:17][C:18]2[N:19]([N:21]=[C:22]([C:35]3[CH:36]=[CH:37][CH:38]=[CH:39][CH:40]=3)[C:23]=2[CH2:24][C:25]2[N:30]=[C:29]([C:31]([O:33][CH3:34])=[O:32])[CH:28]=[CH:27][CH:26]=2)[CH:20]=1. (5) Given the reactants [NH:1]1[C:10]2[C:5](=[CH:6][CH:7]=[CH:8][CH:9]=2)[CH2:4][CH2:3][CH2:2]1.[Cl:11]N1C(=O)CCC1=O, predict the reaction product. The product is: [Cl:11][C:7]1[CH:6]=[C:5]2[C:10](=[CH:9][CH:8]=1)[NH:1][CH2:2][CH2:3][CH2:4]2. (6) Given the reactants [Si]([O:8][C@@H:9]1[CH:16]2[N:12]([C:13](=[O:28])[C:14]([C:18]3[CH:25]=[CH:24][C:21]([C:22]#[N:23])=[C:20]([Cl:26])[C:19]=3[CH3:27])=[C:15]2[CH3:17])[CH2:11][CH2:10]1)(C(C)(C)C)(C)C.N1C=CC=CC=1, predict the reaction product. The product is: [Cl:26][C:20]1[C:19]([CH3:27])=[C:18]([C:14]2[C:13](=[O:28])[N:12]3[C@@H:16]([C@@H:9]([OH:8])[CH2:10][CH2:11]3)[C:15]=2[CH3:17])[CH:25]=[CH:24][C:21]=1[C:22]#[N:23]. (7) Given the reactants [Cl:1][C:2]1[CH:7]=[CH:6][C:5]([Cl:8])=[CH:4][N:3]=1.[Li+].CC([N-]C(C)C)C.CN([CH:20]=[O:21])C.Cl.[OH-].[Na+], predict the reaction product. The product is: [Cl:1][C:2]1[CH:7]=[C:6]([CH:20]=[O:21])[C:5]([Cl:8])=[CH:4][N:3]=1.